From a dataset of Peptide-MHC class II binding affinity with 134,281 pairs from IEDB. Regression. Given a peptide amino acid sequence and an MHC pseudo amino acid sequence, predict their binding affinity value. This is MHC class II binding data. (1) The peptide sequence is LCHLITKETPDRLTD. The MHC is DRB1_0405 with pseudo-sequence DRB1_0405. The binding affinity (normalized) is 0.291. (2) The peptide sequence is DVKFPGGGQIVGGVC. The MHC is HLA-DQA10501-DQB10301 with pseudo-sequence HLA-DQA10501-DQB10301. The binding affinity (normalized) is 0.756. (3) The peptide sequence is NHTFGNPVIPFKDGI. The MHC is DRB1_0101 with pseudo-sequence DRB1_0101. The binding affinity (normalized) is 0.255. (4) The peptide sequence is DKVYEILKINSVKYY. The MHC is HLA-DQA10501-DQB10301 with pseudo-sequence HLA-DQA10501-DQB10301. The binding affinity (normalized) is 0.529.